Regression. Given two drug SMILES strings and cell line genomic features, predict the synergy score measuring deviation from expected non-interaction effect. From a dataset of NCI-60 drug combinations with 297,098 pairs across 59 cell lines. Drug 2: C1=NNC2=C1C(=O)NC=N2. Drug 1: CC1=C(N=C(N=C1N)C(CC(=O)N)NCC(C(=O)N)N)C(=O)NC(C(C2=CN=CN2)OC3C(C(C(C(O3)CO)O)O)OC4C(C(C(C(O4)CO)O)OC(=O)N)O)C(=O)NC(C)C(C(C)C(=O)NC(C(C)O)C(=O)NCCC5=NC(=CS5)C6=NC(=CS6)C(=O)NCCC[S+](C)C)O. Cell line: SW-620. Synergy scores: CSS=8.67, Synergy_ZIP=-2.47, Synergy_Bliss=-0.893, Synergy_Loewe=-7.57, Synergy_HSA=-2.24.